Dataset: Full USPTO retrosynthesis dataset with 1.9M reactions from patents (1976-2016). Task: Predict the reactants needed to synthesize the given product. (1) Given the product [CH:1]1([NH:7][C:8]([CH:10]2[CH2:14][CH2:13][CH2:12][N:11]2[CH2:15][C:16]([O:19][CH3:21])([CH3:17])[CH3:18])=[O:9])[CH2:2][CH2:3][CH2:4][CH2:5][CH2:6]1, predict the reactants needed to synthesize it. The reactants are: [CH:1]1([NH:7][C:8]([CH:10]2[CH2:14][CH2:13][CH2:12][N:11]2[CH2:15][C:16]([OH:19])([CH3:18])[CH3:17])=[O:9])[CH2:6][CH2:5][CH2:4][CH2:3][CH2:2]1.I[CH3:21].[H-].[Na+]. (2) Given the product [CH3:38][C:32]([C:29]1[S:28][C:27]([CH2:26][CH:15]([NH:16][S:17]([C:20]2[CH:25]=[CH:24][CH:23]=[CH:22][N:21]=2)(=[O:19])=[O:18])[C:11]2[N:10]=[C:9]([NH:8][CH2:39][C:40]([OH:42])=[O:41])[CH:14]=[CH:13][CH:12]=2)=[CH:31][CH:30]=1)([CH3:37])[CH2:33][CH2:34][CH2:35][CH3:36], predict the reactants needed to synthesize it. The reactants are: C(OC([N:8]([CH2:39][C:40]([O:42]C(C)(C)C)=[O:41])[C:9]1[CH:14]=[CH:13][CH:12]=[C:11]([CH:15]([CH2:26][C:27]2[S:28][C:29]([C:32]([CH3:38])([CH3:37])[CH2:33][CH2:34][CH2:35][CH3:36])=[CH:30][CH:31]=2)[NH:16][S:17]([C:20]2[CH:25]=[CH:24][CH:23]=[CH:22][N:21]=2)(=[O:19])=[O:18])[N:10]=1)=O)(C)(C)C.FC(F)(F)C(O)=O. (3) Given the product [CH:1]1([C:4]2[N:8]=[C:7]([CH:9]3[CH2:14][CH:13]([C:15]4[CH:16]=[CH:17][C:18]([C:21]([F:23])([F:22])[F:24])=[CH:19][CH:20]=4)[CH2:12][N:11]([C:30]([C:27]4([N:26]([CH3:33])[CH3:25])[CH2:29][CH2:28]4)=[O:31])[CH2:10]3)[O:6][N:5]=2)[CH2:2][CH2:3]1, predict the reactants needed to synthesize it. The reactants are: [CH:1]1([C:4]2[N:8]=[C:7]([CH:9]3[CH2:14][CH:13]([C:15]4[CH:20]=[CH:19][C:18]([C:21]([F:24])([F:23])[F:22])=[CH:17][CH:16]=4)[CH2:12][NH:11][CH2:10]3)[O:6][N:5]=2)[CH2:3][CH2:2]1.[CH3:25][N:26]([CH3:33])[C:27]1([C:30](O)=[O:31])[CH2:29][CH2:28]1. (4) Given the product [Br:10][C:8]1[C:7]([CH3:11])=[CH:6][C:5]([NH:12][C:13](=[O:15])[CH3:14])=[C:4]([C:1](=[O:3])/[CH:2]=[CH:18]/[N:21]([CH3:23])[CH3:22])[CH:9]=1, predict the reactants needed to synthesize it. The reactants are: [C:1]([C:4]1[CH:9]=[C:8]([Br:10])[C:7]([CH3:11])=[CH:6][C:5]=1[NH:12][C:13](=[O:15])[CH3:14])(=[O:3])[CH3:2].CO[CH:18]([N:21]([CH3:23])[CH3:22])OC. (5) Given the product [CH3:1][O:2][C:3]1[CH:4]=[C:5]([NH:11][C:12]2[C:13]3[N:29]=[CH:28][S:27][C:14]=3[N:15]=[C:16]([C:18]3[CH:19]=[C:20]([CH:24]=[CH:25][CH:26]=3)[C:21]([NH2:32])=[O:22])[N:17]=2)[CH:6]=[CH:7][C:8]=1[O:9][CH3:10], predict the reactants needed to synthesize it. The reactants are: [CH3:1][O:2][C:3]1[CH:4]=[C:5]([NH:11][C:12]2[C:13]3[N:29]=[CH:28][S:27][C:14]=3[N:15]=[C:16]([C:18]3[CH:19]=[C:20]([CH:24]=[CH:25][CH:26]=3)[C:21](O)=[O:22])[N:17]=2)[CH:6]=[CH:7][C:8]=1[O:9][CH3:10].CC[N:32]=C=NCCCN(C)C.C1C=CC2N(O)N=NC=2C=1.CCN(CC)CC.